This data is from Full USPTO retrosynthesis dataset with 1.9M reactions from patents (1976-2016). The task is: Predict the reactants needed to synthesize the given product. (1) Given the product [Br:5][C:6]1[CH:14]=[CH:13][C:9]([CH2:10][OH:11])=[C:8]([CH3:15])[CH:7]=1, predict the reactants needed to synthesize it. The reactants are: CSC.B.[Br:5][C:6]1[CH:14]=[CH:13][C:9]([C:10](O)=[O:11])=[C:8]([CH3:15])[CH:7]=1. (2) Given the product [Si:9]([O:26][CH2:27][CH:28]1[O:35][C:2](=[O:3])[C:31]2=[N:32][CH:33]=[CH:34][N:30]2[CH2:29]1)([C:22]([CH3:23])([CH3:24])[CH3:25])([C:16]1[CH:17]=[CH:18][CH:19]=[CH:20][CH:21]=1)[C:10]1[CH:15]=[CH:14][CH:13]=[CH:12][CH:11]=1, predict the reactants needed to synthesize it. The reactants are: Cl[C:2](OC(Cl)(Cl)Cl)=[O:3].[Si:9]([O:26][CH2:27][CH:28]([OH:35])[CH2:29][N:30]1[CH:34]=[CH:33][N:32]=[CH:31]1)([C:22]([CH3:25])([CH3:24])[CH3:23])([C:16]1[CH:21]=[CH:20][CH:19]=[CH:18][CH:17]=1)[C:10]1[CH:15]=[CH:14][CH:13]=[CH:12][CH:11]=1.N1C=CC=CC=1. (3) Given the product [C:30]([O:12][CH:10]1[CH2:9][N:8]([CH2:7][C:6]2[C:2]([CH3:1])=[N:3][N:4]([C:13]3[CH:18]=[CH:17][N:16]=[C:15]([NH:19][C:20]4[CH:21]=[C:22]5[C:26](=[CH:27][CH:28]=4)[N:25]([CH3:29])[N:24]=[CH:23]5)[N:14]=3)[CH:5]=2)[CH2:11]1)(=[O:35])[C:31]([CH3:34])([CH3:33])[CH3:32], predict the reactants needed to synthesize it. The reactants are: [CH3:1][C:2]1[C:6]([CH2:7][N:8]2[CH2:11][CH:10]([OH:12])[CH2:9]2)=[CH:5][N:4]([C:13]2[CH:18]=[CH:17][N:16]=[C:15]([NH:19][C:20]3[CH:21]=[C:22]4[C:26](=[CH:27][CH:28]=3)[N:25]([CH3:29])[N:24]=[CH:23]4)[N:14]=2)[N:3]=1.[C:30](O[C:30](=[O:35])[C:31]([CH3:34])([CH3:33])[CH3:32])(=[O:35])[C:31]([CH3:34])([CH3:33])[CH3:32]. (4) Given the product [N:29]1([C:27]([C:24]2[CH:25]=[CH:26][C:21]([NH:20][C:18]3[N:19]=[C:14]([N:10]4[CH2:11][CH2:12][CH2:13][C@@H:8]([N:7]5[CH2:2][CH2:3][CH2:4][C:5]5=[O:6])[CH2:9]4)[N:15]=[N:16][C:17]=3[C:35]([NH2:37])=[O:36])=[CH:22][CH:23]=2)=[O:28])[CH2:34][CH2:33][O:32][CH2:31][CH2:30]1.[ClH:1], predict the reactants needed to synthesize it. The reactants are: [Cl:1][CH2:2][CH2:3][CH2:4][C:5]([NH:7][C@@H:8]1[CH2:13][CH2:12][CH2:11][N:10]([C:14]2[N:15]=[N:16][C:17]([C:35]([NH2:37])=[O:36])=[C:18]([NH:20][C:21]3[CH:26]=[CH:25][C:24]([C:27]([N:29]4[CH2:34][CH2:33][O:32][CH2:31][CH2:30]4)=[O:28])=[CH:23][CH:22]=3)[N:19]=2)[CH2:9]1)=[O:6].[H-].[Na+].C(O)(C(F)(F)F)=O. (5) The reactants are: [CH2:1]([N:8]1[CH2:14][CH:13]2[C:15](=O)[CH:10]([CH2:11][CH2:12]2)[CH2:9]1)[C:2]1[CH:7]=[CH:6][CH:5]=[CH:4][CH:3]=1.[NH2:17][OH:18]. Given the product [CH2:1]([N:8]1[CH2:14][CH:13]2[C:15](=[N:17][OH:18])[CH:10]([CH2:11][CH2:12]2)[CH2:9]1)[C:2]1[CH:7]=[CH:6][CH:5]=[CH:4][CH:3]=1, predict the reactants needed to synthesize it. (6) Given the product [C:1]([O:5][C:6]([C@@H:8]1[CH2:12][C@@H:11]([S:59][C:57](=[O:60])[CH3:58])[CH2:10][N:9]1[S:14]([C:17]1[CH:26]=[CH:25][C:24]2[C:19](=[CH:20][CH:21]=[CH:22][CH:23]=2)[CH:18]=1)(=[O:15])=[O:16])=[O:7])([CH3:4])([CH3:2])[CH3:3], predict the reactants needed to synthesize it. The reactants are: [C:1]([O:5][C:6]([C@@H:8]1[CH2:12][C@@H:11](O)[CH2:10][N:9]1[S:14]([C:17]1[CH:26]=[CH:25][C:24]2[C:19](=[CH:20][CH:21]=[CH:22][CH:23]=2)[CH:18]=1)(=[O:16])=[O:15])=[O:7])([CH3:4])([CH3:3])[CH3:2].C(OC([C@@H]1C[C@H](OS(C)(=O)=O)CN1S(C1C=CC2C(=CC=CC=2)C=1)(=O)=O)=O)(C)(C)C.[C:57]([O-:60])(=[S:59])[CH3:58].[K+].